Dataset: Full USPTO retrosynthesis dataset with 1.9M reactions from patents (1976-2016). Task: Predict the reactants needed to synthesize the given product. Given the product [C:1]([O:5][C:6]([N:8]1[CH2:13][CH:12]=[C:11]([C:14]2[CH:15]=[CH:16][C:17]3[O:26][CH2:25][CH2:24][C:48]4[C:44](=[N:45][N:46]([C:52]5[N:53]([C:57]6[CH:62]=[CH:61][C:60]([F:63])=[CH:59][C:58]=6[F:64])[N:54]=[CH:55][N:56]=5)[CH:47]=4)[C:18]=3[CH:37]=2)[CH2:10][CH2:9]1)=[O:7])([CH3:2])([CH3:3])[CH3:4], predict the reactants needed to synthesize it. The reactants are: [C:1]([O:5][C:6]([N:8]1[CH2:13][CH:12]=[C:11]([C:14]2[CH:15]=[CH:16][C:17]3[O:26][CH2:25][CH2:24]C4N(N=C(C5N(CC(F)(F)F)N=CN=5)C=4)[C:18]=3[CH:37]=2)[CH2:10][CH2:9]1)=[O:7])([CH3:4])([CH3:3])[CH3:2].BrC1C=CC2OCC[C:48]3[C:44](=[N:45][N:46]([C:52]4[N:53]([C:57]5[CH:62]=[CH:61][C:60]([F:63])=[CH:59][C:58]=5[F:64])[N:54]=[CH:55][N:56]=4)[CH:47]=3)C=2C=1.